From a dataset of Forward reaction prediction with 1.9M reactions from USPTO patents (1976-2016). Predict the product of the given reaction. (1) The product is: [C:21]([O:20][C:18]([N:6]1[CH2:7][CH2:8][C@@H:9]([O:10][Si:11]([C:14]([CH3:17])([CH3:16])[CH3:15])([CH3:13])[CH3:12])[C@H:5]1[CH2:3][OH:2])=[O:19])([CH3:24])([CH3:23])[CH3:22]. Given the reactants C[O:2][C:3]([C@@H:5]1[C@H:9]([O:10][Si:11]([C:14]([CH3:17])([CH3:16])[CH3:15])([CH3:13])[CH3:12])[CH2:8][CH2:7][N:6]1[C:18]([O:20][C:21]([CH3:24])([CH3:23])[CH3:22])=[O:19])=O.[Li+].[B-](CC)(CC)CC, predict the reaction product. (2) Given the reactants [OH:1][C:2]1[C:7]([N+:8]([O-:10])=[O:9])=[CH:6][CH:5]=[CH:4][C:3]=1[C:11](=[O:25])[CH2:12][C:13]([C:15]1[C:16]([C:21]([F:24])([F:23])[F:22])=[N:17][CH:18]=[CH:19][CH:20]=1)=O.Cl, predict the reaction product. The product is: [N+:8]([C:7]1[CH:6]=[CH:5][CH:4]=[C:3]2[C:2]=1[O:1][C:13]([C:15]1[C:16]([C:21]([F:22])([F:24])[F:23])=[N:17][CH:18]=[CH:19][CH:20]=1)=[CH:12][C:11]2=[O:25])([O-:10])=[O:9]. (3) Given the reactants N[C:2]1C=CC(N2C=CC=CC2=O)=C[CH:3]=1.[CH2:15]([O:17][C:18]([CH:20]1[CH:22](C(=O)NC2C=CC(N3C=CC=CC3=O)=CC=2)[CH:21]1[C:39](=O)NC1C=CC(Cl)=CC=1)=[O:19])[CH3:16], predict the reaction product. The product is: [CH2:15]([O:17][C:18]([CH2:20][CH2:22][CH2:21][CH2:39][CH2:2][CH3:3])=[O:19])[CH3:16]. (4) Given the reactants [O:1]=[C:2]1[CH2:11][C:10]2[C:9]([N:12]3[CH2:17][CH2:16][N:15]([CH2:18][CH2:19][CH2:20][CH2:21][O:22][C:23]4[N:32]=[C:31]5[C:26]([CH:27]=[CH:28][C:29](=[O:33])[NH:30]5)=[CH:25][CH:24]=4)[CH2:14][CH2:13]3)=[CH:8][CH:7]=[CH:6][C:5]=2[CH2:4][CH2:3]1.[BH4-].[Na+], predict the reaction product. The product is: [OH:1][CH:2]1[CH2:11][C:10]2[C:9]([N:12]3[CH2:13][CH2:14][N:15]([CH2:18][CH2:19][CH2:20][CH2:21][O:22][C:23]4[N:32]=[C:31]5[C:26]([CH:27]=[CH:28][C:29](=[O:33])[NH:30]5)=[CH:25][CH:24]=4)[CH2:16][CH2:17]3)=[CH:8][CH:7]=[CH:6][C:5]=2[CH2:4][CH2:3]1. (5) The product is: [C:13]1([CH3:28])[CH:18]=[CH:17][CH:16]=[C:15]([S:19][C:3]2[C:4]3=[N:5][CH:6]=[CH:7][CH:8]=[C:9]3[NH:1][C:2]=2[C:10]([NH2:12])=[O:11])[CH:14]=1. Given the reactants [NH:1]1[C:9]2[C:4](=[N:5][CH:6]=[CH:7][CH:8]=2)[CH:3]=[C:2]1[C:10]([NH2:12])=[O:11].[C:13]1([CH3:28])[CH:18]=[CH:17][CH:16]=[C:15]([S:19][S:19][C:15]2[CH:14]=[C:13]([CH3:28])[CH:18]=[CH:17][CH:16]=2)[CH:14]=1, predict the reaction product.